This data is from Reaction yield outcomes from USPTO patents with 853,638 reactions. The task is: Predict the reaction yield, written as a fraction of the theoretical maximum amount of product (1.0 means a 100% yield; for example, 0.34 means a 34% yield). (1) The reactants are [F:1][C:2]1[CH:7]=[CH:6][C:5]([F:8])=[CH:4][C:3]=1[C@H:9]1[CH2:13][CH2:12][CH2:11][N:10]1[C:14]1[CH:19]=[CH:18][N:17]2[N:20]=[CH:21][C:22]([C:23](O)=[O:24])=[C:16]2[N:15]=1.S(Cl)(Cl)=O.[NH2:30][C:31]1[C:36]([CH3:37])=[CH:35][CH:34]=[CH:33][N:32]=1. The catalyst is C(Cl)(Cl)(Cl)Cl. The product is [F:1][C:2]1[CH:7]=[CH:6][C:5]([F:8])=[CH:4][C:3]=1[C@H:9]1[CH2:13][CH2:12][CH2:11][N:10]1[C:14]1[CH:19]=[CH:18][N:17]2[N:20]=[CH:21][C:22]([C:23]([NH:30][C:31]3[C:36]([CH3:37])=[CH:35][CH:34]=[CH:33][N:32]=3)=[O:24])=[C:16]2[N:15]=1. The yield is 0.290. (2) The reactants are Cl[C:2]1[C:7]([F:8])=[C:6]([C:9]([F:12])([F:11])[F:10])[CH:5]=[CH:4][N:3]=1.[C:13](=[NH:26])(C1C=CC=CC=1)[C:14]1C=CC=CC=1.C(=O)([O-])[O-].[Cs+].[Cs+].C1C=CC(P(C2C(C3C(P(C4C=CC=CC=4)C4C=CC=CC=4)=CC=C4C=3C=CC=C4)=C3C(C=CC=C3)=CC=2)C2C=CC=CC=2)=CC=1.Cl.C(=O)([O-])O.[Na+].ClCC=O. The catalyst is C1(C)C=CC=CC=1.CC(O)C.C([O-])(=O)C.[Pd+2].C([O-])(=O)C. The product is [F:8][C:7]1[C:2]2[N:3]([CH:14]=[CH:13][N:26]=2)[CH:4]=[CH:5][C:6]=1[C:9]([F:12])([F:11])[F:10]. The yield is 0.420. (3) The reactants are [NH2:1][C@:2]1([CH2:24][OH:25])[CH2:6][CH2:5][C@@H:4]([C:7]2[CH:12]=[CH:11][C:10]([C:13]#[C:14][CH2:15][O:16][CH2:17][C:18]3[CH:23]=[CH:22][CH:21]=[CH:20][CH:19]=3)=[CH:9][CH:8]=2)[CH2:3]1.[OH-].[K+].[C:28](Cl)(Cl)=[O:29].CCOC(C)=O. The catalyst is C1(C)C=CC=CC=1.O. The product is [CH2:17]([O:16][CH2:15][C:14]#[C:13][C:10]1[CH:11]=[CH:12][C:7]([C@@H:4]2[CH2:5][CH2:6][C@@:2]3([NH:1][C:28](=[O:29])[O:25][CH2:24]3)[CH2:3]2)=[CH:8][CH:9]=1)[C:18]1[CH:19]=[CH:20][CH:21]=[CH:22][CH:23]=1. The yield is 0.790. (4) The product is [CH2:1]([C:3]1[N:4]([C:28]2[CH:29]=[CH:30][C:31]([O:34][CH2:35][C:36]([O:39][CH3:42])([CH3:37])[CH3:38])=[CH:32][CH:33]=2)[C:5](=[O:27])[C:6]([CH2:12][C:13]2[CH:14]=[CH:15][C:16]([C:19]3[C:20]([C:25]#[N:26])=[CH:21][CH:22]=[CH:23][CH:24]=3)=[CH:17][CH:18]=2)=[C:7]([CH2:9][CH2:10][CH3:11])[N:8]=1)[CH3:2]. The reactants are [CH2:1]([C:3]1[N:4]([C:28]2[CH:33]=[CH:32][C:31]([O:34][CH2:35][C:36]([OH:39])([CH3:38])[CH3:37])=[CH:30][CH:29]=2)[C:5](=[O:27])[C:6]([CH2:12][C:13]2[CH:18]=[CH:17][C:16]([C:19]3[C:20]([C:25]#[N:26])=[CH:21][CH:22]=[CH:23][CH:24]=3)=[CH:15][CH:14]=2)=[C:7]([CH2:9][CH2:10][CH3:11])[N:8]=1)[CH3:2].[H-].[Na+].[CH3:42]I. The catalyst is CN(C)C=O.C(OCC)(=O)C. The yield is 0.290. (5) No catalyst specified. The product is [Cl:1][C:2]1[CH:3]=[C:4]([C:8]2[C:12]([CH2:13][O:14][C:15]3[CH:23]=[CH:22][C:18]([C:19]([NH:28][CH:25]4[CH2:27][CH2:26]4)=[O:21])=[CH:17][N:16]=3)=[C:11]([CH3:24])[O:10][N:9]=2)[CH:5]=[CH:6][CH:7]=1. The yield is 0.720. The reactants are [Cl:1][C:2]1[CH:3]=[C:4]([C:8]2[C:12]([CH2:13][O:14][C:15]3[CH:23]=[CH:22][C:18]([C:19]([OH:21])=O)=[CH:17][N:16]=3)=[C:11]([CH3:24])[O:10][N:9]=2)[CH:5]=[CH:6][CH:7]=1.[CH:25]1([NH2:28])[CH2:27][CH2:26]1. (6) The reactants are [F:1][C:2]1[CH:3]=[CH:4][CH:5]=[C:6]2[C:11]=1[NH:10][C:9](=[O:12])[N:8]([CH:13]1[CH2:18][CH2:17][N:16]([C:19]([O:21][CH:22]([C:34]3[CH:39]=[CH:38][CH:37]=[C:36](Br)[N:35]=3)[CH2:23][C:24]3[CH:25]=[C:26]4[C:30](=[C:31]([CH3:33])[CH:32]=3)[NH:29][N:28]=[CH:27]4)=[O:20])[CH2:15][CH2:14]1)[CH2:7]2.[Br-].[CH2:42]([Zn+])[CH:43]([CH3:45])[CH3:44]. The catalyst is C1C=CC([P]([Pd]([P](C2C=CC=CC=2)(C2C=CC=CC=2)C2C=CC=CC=2)([P](C2C=CC=CC=2)(C2C=CC=CC=2)C2C=CC=CC=2)[P](C2C=CC=CC=2)(C2C=CC=CC=2)C2C=CC=CC=2)(C2C=CC=CC=2)C2C=CC=CC=2)=CC=1. The product is [F:1][C:2]1[CH:3]=[CH:4][CH:5]=[C:6]2[C:11]=1[NH:10][C:9](=[O:12])[N:8]([CH:13]1[CH2:18][CH2:17][N:16]([C:19]([O:21][CH:22]([C:34]3[CH:39]=[CH:38][CH:37]=[C:36]([CH2:42][CH:43]([CH3:45])[CH3:44])[N:35]=3)[CH2:23][C:24]3[CH:25]=[C:26]4[C:30](=[C:31]([CH3:33])[CH:32]=3)[NH:29][N:28]=[CH:27]4)=[O:20])[CH2:15][CH2:14]1)[CH2:7]2. The yield is 0.733. (7) The reactants are [CH3:1][O:2][C:3]1[CH:4]=[C:5]([NH:13][C:14]2[CH:19]=[N:18][CH:17]=[C:16](Cl)[N:15]=2)[CH:6]=[C:7]([O:11][CH3:12])[C:8]=1[O:9][CH3:10].[OH:21][C:22]1[C:31]2[C:26](=[CH:27][CH:28]=[CH:29][CH:30]=2)[C:25]([NH:32][C:33](=[O:35])[CH3:34])=[CH:24][CH:23]=1.C(OCC)(=O)C. The catalyst is ClCCl. The product is [CH3:1][O:2][C:3]1[CH:4]=[C:5]([NH:13][C:14]2[N:15]=[C:16]([O:21][C:22]3[C:31]4[C:26](=[CH:27][CH:28]=[CH:29][CH:30]=4)[C:25]([NH:32][C:33](=[O:35])[CH3:34])=[CH:24][CH:23]=3)[CH:17]=[N:18][CH:19]=2)[CH:6]=[C:7]([O:11][CH3:12])[C:8]=1[O:9][CH3:10]. The yield is 0.0670. (8) The reactants are Cl[C:2]1[C:3]2[N:10]=[C:9]([CH2:11][C:12]3[C:17]([Cl:18])=[CH:16][CH:15]=[CH:14][C:13]=3[Cl:19])[S:8][C:4]=2[N:5]=[CH:6][N:7]=1.[F:20][C:21]([F:30])([F:29])[C:22]1[CH:27]=[CH:26][C:25]([NH2:28])=[CH:24][CH:23]=1.Cl. The catalyst is C(O)(C)C. The product is [Cl:19][C:13]1[CH:14]=[CH:15][CH:16]=[C:17]([Cl:18])[C:12]=1[CH2:11][C:9]1[S:8][C:4]2[N:5]=[CH:6][N:7]=[C:2]([NH:28][C:25]3[CH:26]=[CH:27][C:22]([C:21]([F:20])([F:29])[F:30])=[CH:23][CH:24]=3)[C:3]=2[N:10]=1. The yield is 0.740. (9) The reactants are [C:1]([C:3]1[CH:4]=[C:5]([CH:10]2[C:15]([C:16]#[N:17])=[C:14]([CH3:18])[NH:13][C:12]([CH3:19])=[C:11]2[C:20]#[N:21])[CH:6]=[CH:7][C:8]=1F)#[N:2].O.[NH2:23][NH2:24]. The catalyst is C(O)CCC. The product is [NH2:2][C:1]1[C:3]2[C:8](=[CH:7][CH:6]=[C:5]([CH:10]3[C:15]([C:16]#[N:17])=[C:14]([CH3:18])[NH:13][C:12]([CH3:19])=[C:11]3[C:20]#[N:21])[CH:4]=2)[NH:24][N:23]=1. The yield is 0.570.